Predict which catalyst facilitates the given reaction. From a dataset of Catalyst prediction with 721,799 reactions and 888 catalyst types from USPTO. (1) Reactant: [CH2:1]([N:5]1[C:13]2[N:12]=[C:11]([Cl:14])[NH:10][C:9]=2[C:8](=[O:15])[N:7]([CH2:16][CH2:17][CH2:18][C:19]([O:21]CC)=O)[C:6]1=[O:24])[CH2:2][CH2:3][CH3:4].[Cl:25][C:26]1[CH:31]=[CH:30][CH:29]=[CH:28][C:27]=1[CH2:32]/[C:33](=[N:36]/[H])/[NH:34]O.[O-]CC.[Na+]. Product: [CH2:1]([N:5]1[C:13]2[N:12]=[C:11]([Cl:14])[NH:10][C:9]=2[C:8](=[O:15])[N:7]([CH2:16][CH2:17][CH2:18][C:19]2[O:21][N:36]=[C:33]([CH2:32][C:27]3[CH:28]=[CH:29][CH:30]=[CH:31][C:26]=3[Cl:25])[N:34]=2)[C:6]1=[O:24])[CH2:2][CH2:3][CH3:4]. The catalyst class is: 14. (2) Reactant: [Cl:1][C:2]1[CH:3]=[C:4]([S:20](Cl)(=[O:22])=[O:21])[CH:5]=[C:6]([Cl:19])[C:7]=1[O:8][C:9]1[CH:14]=[CH:13][C:12]([N+:15]([O-:17])=[O:16])=[CH:11][C:10]=1[Cl:18].CCN(C(C)C)C(C)C.[CH:33]([O:36][C:37]1[CH:43]=[CH:42][C:40]([NH2:41])=[CH:39][CH:38]=1)([CH3:35])[CH3:34]. Product: [Cl:1][C:2]1[CH:3]=[C:4]([S:20]([NH:41][C:40]2[CH:39]=[CH:38][C:37]([O:36][CH:33]([CH3:35])[CH3:34])=[CH:43][CH:42]=2)(=[O:22])=[O:21])[CH:5]=[C:6]([Cl:19])[C:7]=1[O:8][C:9]1[CH:14]=[CH:13][C:12]([N+:15]([O-:17])=[O:16])=[CH:11][C:10]=1[Cl:18]. The catalyst class is: 4. (3) Reactant: [Cl:1][C:2]1[CH:7]=[C:6]([CH3:8])[C:5]([N:9]2[C:14](=[O:15])[CH:13]=[CH:12][C:11]([C:16](=[O:28])/[C:17](/[C:20]3[CH:25]=[CH:24][C:23]([F:26])=[CH:22][C:21]=3[F:27])=[N:18]\O)=[CH:10]2)=[C:4]([CH3:29])[CH:3]=1.Cl.CO. Product: [ClH:1].[NH2:18][CH:17]([C:20]1[CH:25]=[CH:24][C:23]([F:26])=[CH:22][C:21]=1[F:27])[CH:16]([C:11]1[CH:12]=[CH:13][C:14](=[O:15])[N:9]([C:5]2[C:4]([CH3:29])=[CH:3][CH:2]=[CH:7][C:6]=2[CH3:8])[CH:10]=1)[OH:28]. The catalyst class is: 19. (4) Reactant: [Cl:1][C:2]1[CH:3]=[C:4]2[C:8](=[CH:9][CH:10]=1)[NH:7][C:6]([C:11]([NH:13][C@@H:14]1[CH2:19][CH2:18][C@@H:17]([C:20]([O:22]CC)=[O:21])[CH2:16][C@@H:15]1[NH:25][C:26]([C:28]1[S:29][C:30]3[CH2:31][N:32]([CH3:37])[CH2:33][CH2:34][C:35]=3[N:36]=1)=[O:27])=[O:12])=[CH:5]2.C(O)C.[OH-].[Na+].Cl. Product: [C:20]([C@@H:17]1[CH2:18][CH2:19][C@@H:14]([NH:13][C:11]([C:6]2[NH:7][C:8]3[C:4]([CH:5]=2)=[CH:3][C:2]([Cl:1])=[CH:10][CH:9]=3)=[O:12])[C@@H:15]([NH:25][C:26]([C:28]2[S:29][C:30]3[CH2:31][N:32]([CH3:37])[CH2:33][CH2:34][C:35]=3[N:36]=2)=[O:27])[CH2:16]1)([OH:22])=[O:21]. The catalyst class is: 7. (5) Reactant: [N:1]1([C:7]([O:9][C:10]([CH3:13])([CH3:12])[CH3:11])=[O:8])[CH2:6][CH2:5][NH:4][CH2:3][CH2:2]1.Cl[C:15]1[O:16][CH:17]=[C:18]([C:20]2[CH:25]=[CH:24][CH:23]=[CH:22][CH:21]=2)[N:19]=1. Product: [C:20]1([C:18]2[N:19]=[C:15]([N:4]3[CH2:5][CH2:6][N:1]([C:7]([O:9][C:10]([CH3:13])([CH3:12])[CH3:11])=[O:8])[CH2:2][CH2:3]3)[O:16][CH:17]=2)[CH:21]=[CH:22][CH:23]=[CH:24][CH:25]=1. The catalyst class is: 113. (6) Reactant: [CH3:1][CH2:2][CH2:3][CH2:4][CH2:5][N:6]([CH2:8][CH2:9][C:10]([P:16]([OH:19])([OH:18])=[O:17])([P:12]([OH:15])([OH:14])=[O:13])[OH:11])[CH3:7].C(=O)([O-])O.[Na+:24]. Product: [CH3:1][CH2:2][CH2:3][CH2:4][CH2:5][N:6]([CH2:8][CH2:9][C:10]([P:16]([O-:19])([OH:18])=[O:17])([P:12]([OH:15])([OH:14])=[O:13])[OH:11])[CH3:7].[Na+:24]. The catalyst class is: 51. (7) Reactant: Br[C:2]1[CH:7]=[CH:6][C:5]([S:8]([N:11]2[CH2:27][CH2:26][C:14]3([O:19][CH2:18][C:17](=[O:20])[N:16]([C:21]4([CH3:25])[CH2:24][CH2:23][CH2:22]4)[CH2:15]3)[CH2:13][CH2:12]2)(=[O:10])=[O:9])=[CH:4][CH:3]=1.CC1(C)C(C)(C)OB([C:36]2[CH:45]=[C:44]3[C:39]([CH:40]=[CH:41][CH:42]=[N:43]3)=[CH:38][CH:37]=2)O1.C(=O)([O-])[O-].[K+].[K+]. Product: [CH3:25][C:21]1([N:16]2[CH2:15][C:14]3([CH2:26][CH2:27][N:11]([S:8]([C:5]4[CH:6]=[CH:7][C:2]([C:36]5[CH:45]=[C:44]6[C:39]([CH:40]=[CH:41][CH:42]=[N:43]6)=[CH:38][CH:37]=5)=[CH:3][CH:4]=4)(=[O:10])=[O:9])[CH2:12][CH2:13]3)[O:19][CH2:18][C:17]2=[O:20])[CH2:24][CH2:23][CH2:22]1. The catalyst class is: 368. (8) Reactant: [C:1]([O:5][C:6]([NH:8][C:9]1[CH:10]=[CH:11][C:12]([CH3:24])=[C:13]([C:15]2[CH:20]=[CH:19][C:18]([C:21](O)=[O:22])=[CH:17][CH:16]=2)[CH:14]=1)=[O:7])([CH3:4])([CH3:3])[CH3:2].[CH:25]1([CH2:28][NH2:29])[CH2:27][CH2:26]1.CCN(C(C)C)C(C)C.CN(C(ON1N=NC2C=CC=NC1=2)=[N+](C)C)C.F[P-](F)(F)(F)(F)F. Product: [C:1]([O:5][C:6]([NH:8][C:9]1[CH:10]=[CH:11][C:12]([CH3:24])=[C:13]([C:15]2[CH:20]=[CH:19][C:18]([C:21]([NH:29][CH2:28][CH:25]3[CH2:27][CH2:26]3)=[O:22])=[CH:17][CH:16]=2)[CH:14]=1)=[O:7])([CH3:2])([CH3:3])[CH3:4]. The catalyst class is: 1.